Task: Predict the reaction yield, written as a fraction of the theoretical maximum amount of product (1.0 means a 100% yield; for example, 0.34 means a 34% yield).. Dataset: Reaction yield outcomes from USPTO patents with 853,638 reactions (1) The reactants are Cl.[CH3:2][O:3][C:4]1[CH:5]=[C:6]2[C:10](=[CH:11][CH:12]=1)[NH:9][CH:8]=[CH:7]2.C(O[CH2:17][CH3:18])(=O)C.[C:19](=[O:22])([O-])[O-].[Na+].[Na+]. The catalyst is C(OC(=O)C)(=O)C.O. The product is [CH3:2][O:3][C:4]1[CH:5]=[C:6]2[C:10](=[CH:11][CH:12]=1)[NH:9][CH:8]=[C:7]2[C:19](=[O:22])[CH2:6][C:7]1[CH:8]=[N:9][CH:10]=[CH:17][CH:18]=1. The yield is 0.480. (2) The reactants are [CH:1]1([C:4]23[O:11][CH2:10][C:7]([CH2:12][OH:13])([CH2:8][O:9]2)[CH2:6][O:5]3)[CH2:3][CH2:2]1.[CH:14]1(C#N)CCC1. No catalyst specified. The product is [CH:1]1([C:4]23[O:5][CH2:6][C:7]([CH2:12][OH:13])([CH2:8][O:9]2)[CH2:10][O:11]3)[CH2:3][CH2:2][CH2:14]1. The yield is 0.510. (3) The reactants are [I:1][C:2]1[CH:3]=[C:4]2[C:9](=[CH:10][CH:11]=1)[C:8](=[O:12])[NH:7][C:6](=[O:13])/[C:5]/2=[CH:14]/OC.Cl.Cl.[NH2:19][C:20]1[CH:25]=[CH:24][C:23]([CH2:26][NH2:27])=[CH:22][C:21]=1[OH:28].C(N(CC)CC)C. The catalyst is CN(C)C=O. The product is [NH2:19][C:20]1[CH:25]=[CH:24][C:23]([CH2:26][NH:27]/[CH:14]=[C:5]2\[C:6](=[O:13])[NH:7][C:8](=[O:12])[C:9]3[C:4]\2=[CH:3][C:2]([I:1])=[CH:11][CH:10]=3)=[CH:22][C:21]=1[OH:28]. The yield is 1.00. (4) The reactants are Br[C:2]1[CH:7]=[CH:6][C:5]([O:8][C:9]([F:12])([F:11])[F:10])=[CH:4][C:3]=1[F:13].C(=[NH:27])(C1C=CC=CC=1)C1C=CC=CC=1.CC1(C)C2C(=C(P(C3C=CC=CC=3)C3C=CC=CC=3)C=CC=2)OC2C(P(C3C=CC=CC=3)C3C=CC=CC=3)=CC=CC1=2.CC(C)([O-])C.[Na+].Cl.[OH-].[Na+]. The catalyst is O1CCOCC1.C1COCC1.C1C=CC(/C=C/C(/C=C/C2C=CC=CC=2)=O)=CC=1.C1C=CC(/C=C/C(/C=C/C2C=CC=CC=2)=O)=CC=1.C1C=CC(/C=C/C(/C=C/C2C=CC=CC=2)=O)=CC=1.[Pd].[Pd]. The product is [F:13][C:3]1[CH:4]=[C:5]([O:8][C:9]([F:12])([F:11])[F:10])[CH:6]=[CH:7][C:2]=1[NH2:27]. The yield is 0.850. (5) The reactants are [O:1]1[CH2:6][CH2:5][CH2:4][CH2:3][CH:2]1[O:7][CH2:8][CH2:9][C:10]#[CH:11].C[N+]1(C)C([C:18](OCC[N+](C)(C)C)=[O:19])CCC1.[I-].[I-].C([Mg]Cl)C.C=O.[Cl-].[NH4+]. The catalyst is C1COCC1. The product is [O:1]1[CH2:6][CH2:5][CH2:4][CH2:3][CH:2]1[O:7][CH2:8][CH2:9][C:10]#[C:11][CH2:18][OH:19]. The yield is 0.880. (6) The reactants are [Cl-].O[NH3+:3].[C:4](=[O:7])([O-])[OH:5].[Na+].CS(C)=O.[OH:13][C:14]([CH3:54])([CH3:53])[CH2:15][O:16][C@H:17]1[CH2:22][CH2:21][C@H:20]([N:23]2[C:28](=[O:29])[C:27]([CH2:30][C:31]3[CH:36]=[CH:35][C:34]([C:37]4[C:38]([C:43]#[N:44])=[CH:39][CH:40]=[CH:41][CH:42]=4)=[CH:33][C:32]=3[O:45][CH3:46])=[C:26]([CH2:47][CH2:48][CH3:49])[N:25]3[N:50]=[CH:51][CH:52]=[C:24]23)[CH2:19][CH2:18]1. The catalyst is C(OCC)(=O)C. The product is [OH:13][C:14]([CH3:53])([CH3:54])[CH2:15][O:16][C@H:17]1[CH2:18][CH2:19][C@H:20]([N:23]2[C:28](=[O:29])[C:27]([CH2:30][C:31]3[CH:36]=[CH:35][C:34]([C:37]4[CH:42]=[CH:41][CH:40]=[CH:39][C:38]=4[C:43]4[NH:3][C:4](=[O:7])[O:5][N:44]=4)=[CH:33][C:32]=3[O:45][CH3:46])=[C:26]([CH2:47][CH2:48][CH3:49])[N:25]3[N:50]=[CH:51][CH:52]=[C:24]23)[CH2:21][CH2:22]1. The yield is 0.710.